The task is: Predict the product of the given reaction.. This data is from Forward reaction prediction with 1.9M reactions from USPTO patents (1976-2016). Given the reactants CS([C:5]1[N:10]=[C:9]([C:11]2[CH:12]=[N:13][N:14]([CH3:16])[CH:15]=2)[CH:8]=[CH:7][N:6]=1)(=O)=O.CS(C1N=C(C2C=NN(C)C=2)C=CN=1)=O.[NH2:32][C:33]1[C:34]([F:41])=[CH:35][C:36]([CH3:40])=[C:37]([OH:39])[CH:38]=1.C([O-])([O-])=O.[K+].[K+], predict the reaction product. The product is: [F:41][C:34]1[CH:35]=[C:36]([CH3:40])[C:37]([O:39][C:5]2[N:10]=[C:9]([C:11]3[CH:12]=[N:13][N:14]([CH3:16])[CH:15]=3)[CH:8]=[CH:7][N:6]=2)=[CH:38][C:33]=1[NH2:32].